The task is: Predict the reactants needed to synthesize the given product.. This data is from Full USPTO retrosynthesis dataset with 1.9M reactions from patents (1976-2016). The reactants are: CC(C1C=C(C(C)C)C(C2C=CC=CC=2P(C2CCCCC2)C2CCCCC2)=C(C(C)C)C=1)C.Br[C:36]1[C:37]([N:56]2[CH2:60][CH2:59][O:58][C:57]2=[O:61])=[CH:38][C:39]2[O:43][C:42]([C:44]3[CH:49]=[CH:48][C:47]([F:50])=[CH:46][CH:45]=3)=[C:41]([C:51]([NH:53][CH3:54])=[O:52])[C:40]=2[CH:55]=1.[F:62][C:63]1[C:64]2[CH:65]=[C:66]3[C:75]4[N:76]=[C:77]([Sn](C)(C)C)[CH:78]=[CH:79][C:74]=4[O:73][CH2:72][N:67]3[C:68]=2[CH:69]=[CH:70][CH:71]=1. Given the product [F:62][C:63]1[C:64]2[CH:65]=[C:66]3[C:75]4[N:76]=[C:77]([C:36]5[C:37]([N:56]6[CH2:60][CH2:59][O:58][C:57]6=[O:61])=[CH:38][C:39]6[O:43][C:42]([C:44]7[CH:49]=[CH:48][C:47]([F:50])=[CH:46][CH:45]=7)=[C:41]([C:51]([NH:53][CH3:54])=[O:52])[C:40]=6[CH:55]=5)[CH:78]=[CH:79][C:74]=4[O:73][CH2:72][N:67]3[C:68]=2[CH:69]=[CH:70][CH:71]=1, predict the reactants needed to synthesize it.